Dataset: Reaction yield outcomes from USPTO patents with 853,638 reactions. Task: Predict the reaction yield, written as a fraction of the theoretical maximum amount of product (1.0 means a 100% yield; for example, 0.34 means a 34% yield). (1) The reactants are [Cl-].[In+3].[Cl-].[Cl-].[CH2:5]=O.[I:7][C:8]1[CH:14]=[CH:13][C:11]([NH2:12])=[CH:10][CH:9]=1.[CH3:15][O:16][C:17]([O:21][Si](C)(C)C)=[C:18]([CH3:20])[CH3:19]. The catalyst is O.C(OCC)(=O)C. The product is [I:7][C:8]1[CH:14]=[CH:13][C:11]([NH:12][CH2:19][C:18]([CH3:5])([CH3:20])[C:17]([O:16][CH3:15])=[O:21])=[CH:10][CH:9]=1. The yield is 0.330. (2) The reactants are [Br:1][C:2]1[CH:7]=[CH:6][C:5]([C:8]([C:10]2[CH:15]=[CH:14][C:13]([O:16]C)=[CH:12][CH:11]=2)=[O:9])=[CH:4][CH:3]=1.[Al+3].[Cl-].[Cl-].[Cl-].N#N.Cl. The catalyst is C1(C)C=CC=CC=1. The product is [Br:1][C:2]1[CH:7]=[CH:6][C:5]([C:8]([C:10]2[CH:15]=[CH:14][C:13]([OH:16])=[CH:12][CH:11]=2)=[O:9])=[CH:4][CH:3]=1. The yield is 1.00. (3) The reactants are [Br:1][C:2]1[CH:3]=[C:4]([CH:25]=[C:26]([O:28]C)[CH:27]=1)[CH2:5][NH:6][C:7]1[C:12]([Cl:13])=[CH:11][N:10]=[C:9]([NH:14][C:15]2[CH:16]=[C:17]([CH2:21][CH2:22][CH2:23]O)[CH:18]=[CH:19][CH:20]=2)[N:8]=1.C(Cl)Cl.B(Br)(Br)[Br:34].C([O-])(O)=O.[Na+]. The catalyst is C(=O)=O. The product is [Br:1][C:2]1[CH:27]=[C:26]([OH:28])[CH:25]=[C:4]([CH2:5][NH:6][C:7]2[C:12]([Cl:13])=[CH:11][N:10]=[C:9]([NH:14][C:15]3[CH:20]=[CH:19][CH:18]=[C:17]([CH2:21][CH2:22][CH2:23][Br:34])[CH:16]=3)[N:8]=2)[CH:3]=1. The yield is 1.00. (4) The reactants are [C:1]12([C:11](=[O:21])[CH2:12][S:13]([C:15]3[N:16]([CH3:20])[CH:17]=[CH:18][N:19]=3)=[O:14])[CH2:10][CH:5]3[CH2:6][CH:7]([CH2:9][CH:3]([CH2:4]3)[CH2:2]1)[CH2:8]2.C1C=C(Cl)C=C(C(OO)=[O:30])C=1. The catalyst is C(Cl)Cl. The product is [C:1]12([C:11](=[O:21])[CH2:12][S:13]([C:15]3[N:16]([CH3:20])[CH:17]=[CH:18][N:19]=3)(=[O:30])=[O:14])[CH2:8][CH:7]3[CH2:9][CH:3]([CH2:4][CH:5]([CH2:6]3)[CH2:10]1)[CH2:2]2. The yield is 0.640. (5) The reactants are [Cl:1][C:2]1[CH:7]=[C:6]([F:8])[CH:5]=[CH:4][C:3]=1[N:9]1[C:17](=[O:18])[C:16]2[C@H:15]3[C:19]([CH3:21])([CH3:20])[C@:12]([CH3:22])([CH2:13][CH2:14]3)[C:11]=2[NH:10]1.[F:23][C:24]1[CH:31]=[CH:30][C:27]([CH2:28]Br)=[CH:26][CH:25]=1. The catalyst is [I-].C([N+](CCCC)(CCCC)CCCC)CCC.CN(C)C=O. The product is [Cl:1][C:2]1[CH:7]=[C:6]([F:8])[CH:5]=[CH:4][C:3]=1[N:9]1[C:17](=[O:18])[C:16]2[C@H:15]3[C:19]([CH3:21])([CH3:20])[C@:12]([CH3:22])([CH2:13][CH2:14]3)[C:11]=2[N:10]1[CH2:28][C:27]1[CH:30]=[CH:31][C:24]([F:23])=[CH:25][CH:26]=1. The yield is 0.510. (6) The reactants are [Br:1][C:2]1[CH:25]=[CH:24][C:5]2[C:6]([CH3:23])=[N:7][CH:8]([NH:12][C:13](=[O:22])[O:14][CH2:15][C:16]3[CH:21]=[CH:20][CH:19]=[CH:18][CH:17]=3)[C:9](=[O:11])[NH:10][C:4]=2[CH:3]=1.[C:26](=O)([O-])[O-].[K+].[K+].IC. The catalyst is CN(C)C=O.O.C(OCC)(=O)C. The product is [Br:1][C:2]1[CH:25]=[CH:24][C:5]2[C:6]([CH3:23])=[N:7][CH:8]([NH:12][C:13](=[O:22])[O:14][CH2:15][C:16]3[CH:21]=[CH:20][CH:19]=[CH:18][CH:17]=3)[C:9](=[O:11])[N:10]([CH3:26])[C:4]=2[CH:3]=1. The yield is 0.775. (7) The reactants are [C:1]([O:5][C:6]([N:8]1[CH2:12][CH2:11][C@H:10]([O:13][C:14]2[C:15]3[CH2:23][NH:22][CH2:21][CH2:20][C:16]=3[N:17]=[CH:18][N:19]=2)[CH2:9]1)=[O:7])([CH3:4])([CH3:3])[CH3:2].Br[C:25]1[CH:26]=[C:27]([C:33]([F:36])([F:35])[F:34])[C:28]([O:31][CH3:32])=[N:29][CH:30]=1.[C:37](=[O:40])([O-])[O-:38].[Cs+].[Cs+].CC(C1C=C(C(C)C)C(C2C=CC=CC=2P(C2CCCCC2)C2CCCCC2)=C(C(C)C)C=1)C. The catalyst is C1C=CC(/C=C/C(/C=C/C2C=CC=CC=2)=O)=CC=1.C1C=CC(/C=C/C(/C=C/C2C=CC=CC=2)=O)=CC=1.C1C=CC(/C=C/C(/C=C/C2C=CC=CC=2)=O)=CC=1.[Pd].[Pd].O1CCOCC1. The product is [F:34][C:33]([F:36])([F:35])[C:37]([OH:38])=[O:40].[C:1]([O:5][C:6]([N:8]1[CH2:12][CH2:11][C@H:10]([O:13][C:14]2[C:15]3[CH2:23][N:22]([C:25]4[CH:30]=[N:29][C:28]([O:31][CH3:32])=[C:27]([C:33]([F:36])([F:35])[F:34])[CH:26]=4)[CH2:21][CH2:20][C:16]=3[N:17]=[CH:18][N:19]=2)[CH2:9]1)=[O:7])([CH3:4])([CH3:2])[CH3:3].[F:34][C:33]([F:36])([F:35])[C:37]([OH:38])=[O:40].[CH3:32][O:31][C:28]1[N:29]=[CH:30][C:25]([N:22]2[CH2:21][CH2:20][C:16]3[N:17]=[CH:18][N:19]=[C:14]([O:13][C@H:10]4[CH2:11][CH2:12][N:8]([C:6]([O:5][C:1]([CH3:4])([CH3:2])[CH3:3])=[O:7])[CH2:9]4)[C:15]=3[CH2:23]2)=[CH:26][C:27]=1[C:33]([F:36])([F:34])[F:35]. The yield is 0.320. (8) The reactants are [C:1]([C:3]1[CH:19]=[CH:18][C:6]([O:7][C:8]2[CH:9]=[CH:10][C:11]3[B:15]([OH:16])[O:14][CH2:13][C:12]=3[CH:17]=2)=[CH:5][C:4]=1[C:20]([O:22][CH3:23])=[O:21])#[N:2].[OH-:24].[Na+].Cl. The product is [C:1]([C:3]1[CH:19]=[CH:18][C:6]([O:7][C:8]2[CH:9]=[CH:10][C:11]3[B:15]([OH:16])[O:14][CH2:13][C:12]=3[CH:17]=2)=[CH:5][C:4]=1[C:20]([O:22][CH3:23])=[O:21])(=[O:24])[NH2:2]. The yield is 0.190. The catalyst is CO.